From a dataset of Full USPTO retrosynthesis dataset with 1.9M reactions from patents (1976-2016). Predict the reactants needed to synthesize the given product. (1) The reactants are: [F:1][C:2]1[CH:7]=[C:6]([I:8])[CH:5]=[CH:4][C:3]=1[NH:9][C:10]1[N:15]([CH3:16])[C:14](=[O:17])[C:13]2[CH:18]=[CH:19][O:20][C:12]=2[C:11]=1[C:21]([N:23]1[CH2:26][C:25]([CH:28]2[CH2:33][CH2:32][CH2:31][CH2:30][N:29]2C(OC(C)(C)C)=O)([OH:27])[CH2:24]1)=[O:22]. Given the product [F:1][C:2]1[CH:7]=[C:6]([I:8])[CH:5]=[CH:4][C:3]=1[NH:9][C:10]1[N:15]([CH3:16])[C:14](=[O:17])[C:13]2[CH:18]=[CH:19][O:20][C:12]=2[C:11]=1[C:21]([N:23]1[CH2:24][C:25]([OH:27])([CH:28]2[CH2:33][CH2:32][CH2:31][CH2:30][NH:29]2)[CH2:26]1)=[O:22], predict the reactants needed to synthesize it. (2) Given the product [NH2:1][C:2]1[C:7]([CH:8]=[CH2:9])=[C:6]([C:10]([O:12][CH3:13])=[O:11])[N:5]=[C:4]([C:14]2[CH:19]=[CH:18][C:17]([CH:25]=[CH2:26])=[C:16]([N:21]([CH3:23])[CH3:22])[C:15]=2[F:24])[N:3]=1, predict the reactants needed to synthesize it. The reactants are: [NH2:1][C:2]1[C:7]([CH:8]=[CH2:9])=[C:6]([C:10]([O:12][CH3:13])=[O:11])[N:5]=[C:4]([C:14]2[CH:19]=[CH:18][C:17](Cl)=[C:16]([N:21]([CH3:23])[CH3:22])[C:15]=2[F:24])[N:3]=1.[CH:25](B1OC(C)(C)C(C)(C)O1)=[CH2:26].F[B-](F)(F)F.C1(P(C2CCCCC2)C2CCCCC2)CCCCC1.P([O-])([O-])([O-])=O.[K+].[K+].[K+].